From a dataset of Forward reaction prediction with 1.9M reactions from USPTO patents (1976-2016). Predict the product of the given reaction. Given the reactants [CH3:1][O:2][C:3]1[C:4](=[O:25])[C:5]([CH3:24])=[C:6]([CH2:12][C:13]2[CH:18]=[CH:17][CH:16]=[CH:15][C:14]=2[CH:19]=[CH:20][C:21]([OH:23])=O)[C:7](=[O:11])[C:8]=1[O:9][CH3:10].[NH:26]1[CH2:31][CH2:30][S:29][CH2:28][CH2:27]1, predict the reaction product. The product is: [CH3:1][O:2][C:3]1[C:4](=[O:25])[C:5]([CH3:24])=[C:6]([CH2:12][C:13]2[CH:18]=[CH:17][CH:16]=[CH:15][C:14]=2[CH:19]=[CH:20][C:21]([N:26]2[CH2:31][CH2:30][S:29][CH2:28][CH2:27]2)=[O:23])[C:7](=[O:11])[C:8]=1[O:9][CH3:10].